This data is from Reaction yield outcomes from USPTO patents with 853,638 reactions. The task is: Predict the reaction yield, written as a fraction of the theoretical maximum amount of product (1.0 means a 100% yield; for example, 0.34 means a 34% yield). (1) The reactants are Cl.[Cl:2][C:3]1[CH:8]=[CH:7][N:6]=[C:5]([C:9]([O:11]C)=O)[CH:4]=1.[CH3:13][NH2:14]. The catalyst is CO.C1COCC1. The product is [Cl:2][C:3]1[CH:8]=[CH:7][N:6]=[C:5]([C:9]([NH:14][CH3:13])=[O:11])[CH:4]=1. The yield is 0.970. (2) The product is [C:1]([O:5][C:6]([NH:7][CH2:8][CH2:9][CH2:10][CH2:11][CH2:12][CH2:13][O:14][S:26]([CH3:25])(=[O:28])=[O:27])=[O:15])([CH3:4])([CH3:2])[CH3:3]. The reactants are [C:1]([O:5][C:6](=[O:15])[NH:7][CH2:8][CH2:9][CH2:10][CH2:11][CH2:12][CH2:13][OH:14])([CH3:4])([CH3:3])[CH3:2].C(N(C(C)C)C(C)C)C.[CH3:25][S:26](Cl)(=[O:28])=[O:27].CC(=O)OCC. The catalyst is C1COCC1. The yield is 1.00. (3) The reactants are C(=O)([O-])[O-].[Cs+].[Cs+].[OH:7][C:8]1[CH:13]=[CH:12][C:11]([CH2:14][C:15]([O:17][CH3:18])=[O:16])=[CH:10][CH:9]=1.[CH2:19](Br)[C:20]1[CH:25]=[CH:24][CH:23]=[CH:22][CH:21]=1. The catalyst is ClCCl. The product is [CH3:18][O:17][C:15](=[O:16])[CH2:14][C:11]1[CH:10]=[CH:9][C:8]([O:7][CH2:19][C:20]2[CH:25]=[CH:24][CH:23]=[CH:22][CH:21]=2)=[CH:13][CH:12]=1. The yield is 0.960. (4) The reactants are [Cl:1][C:2]1[CH:3]=[C:4]2[C:9](=[CH:10][C:11]=1[O:12][C:13]1[CH:21]=[CH:20][C:16]([C:17](O)=[O:18])=[CH:15][CH:14]=1)[O:8][CH2:7][CH2:6][CH:5]2[C:22]([O:24][CH2:25][CH3:26])=[O:23].Cl.[NH2:28][CH2:29][CH:30]([C:32]1[CH:37]=[CH:36][C:35]([Cl:38])=[CH:34][CH:33]=1)[OH:31].C(N(C(C)C)C(C)C)C.N1C2C(=NC=CC=2)N(O)N=1.Cl.C(N=C=NCCCN(C)C)C. The catalyst is CN(C=O)C.CCOC(C)=O. The product is [Cl:1][C:2]1[CH:3]=[C:4]2[C:9](=[CH:10][C:11]=1[O:12][C:13]1[CH:14]=[CH:15][C:16]([C:17](=[O:18])[NH:28][CH2:29][CH:30]([C:32]3[CH:37]=[CH:36][C:35]([Cl:38])=[CH:34][CH:33]=3)[OH:31])=[CH:20][CH:21]=1)[O:8][CH2:7][CH2:6][CH:5]2[C:22]([O:24][CH2:25][CH3:26])=[O:23]. The yield is 0.800. (5) The reactants are [CH2:1]([OH:8])[C:2]1[CH:7]=[CH:6][CH:5]=[CH:4][CH:3]=1.[H-].[Na+].[F:11][C:12]1[CH:13]=[C:14]2[C:19](=[CH:20][C:21]=1F)[NH:18][CH:17]=[N:16][C:15]2=[O:23].O. The catalyst is CN(C)C=O. The product is [CH2:1]([O:8][C:21]1[CH:20]=[C:19]2[C:14]([C:15](=[O:23])[N:16]=[CH:17][NH:18]2)=[CH:13][C:12]=1[F:11])[C:2]1[CH:7]=[CH:6][CH:5]=[CH:4][CH:3]=1. The yield is 0.830. (6) The reactants are [CH3:1][O-].[Na+].[C:4]([O:8]CC)(=O)[CH2:5][CH3:6].C(OC)=O.Cl.[NH2:16][C:17]([NH2:19])=[NH:18].Cl. The catalyst is CN(C=O)C.CO. The product is [CH3:1][C:5]1[C:4](=[O:8])[NH:16][C:17]([NH2:19])=[N:18][CH:6]=1. The yield is 0.584.